Dataset: Reaction yield outcomes from USPTO patents with 853,638 reactions. Task: Predict the reaction yield, written as a fraction of the theoretical maximum amount of product (1.0 means a 100% yield; for example, 0.34 means a 34% yield). (1) The yield is 0.830. The catalyst is C1COCC1.CCO. The product is [OH:1][C:2]1[CH:7]=[CH:6][C:5]([C:8](=[C:22]2[CH2:23][C:24]([CH3:31])([CH3:30])[CH2:25][C:26]([CH3:29])([CH3:28])[CH2:27]2)[C:9]2[CH:14]=[CH:13][C:12](/[CH:15]=[CH:16]/[C:17]([OH:19])=[O:18])=[CH:11][CH:10]=2)=[CH:4][CH:3]=1. The reactants are [OH:1][C:2]1[CH:7]=[CH:6][C:5]([C:8](=[C:22]2[CH2:27][C:26]([CH3:29])([CH3:28])[CH2:25][C:24]([CH3:31])([CH3:30])[CH2:23]2)[C:9]2[CH:14]=[CH:13][C:12](/[CH:15]=[CH:16]/[C:17]([O:19]CC)=[O:18])=[CH:11][CH:10]=2)=[CH:4][CH:3]=1.[OH-].[Na+].Cl. (2) The reactants are [CH3:1][O:2][C:3]1[C:8]([O:9][CH3:10])=[C:7]([O:11][CH3:12])[CH:6]=[C:5]([CH3:13])[C:4]=1[CH:14]([C:16]1[C:21]([Cl:22])=[CH:20][N:19]=[C:18]([Cl:23])[C:17]=1[C:24]([F:27])([F:26])[F:25])[OH:15]. The catalyst is C1(C)C=CC=CC=1.[O-2].[O-2].[Mn+4]. The product is [CH3:1][O:2][C:3]1[C:8]([O:9][CH3:10])=[C:7]([O:11][CH3:12])[CH:6]=[C:5]([CH3:13])[C:4]=1[C:14]([C:16]1[C:21]([Cl:22])=[CH:20][N:19]=[C:18]([Cl:23])[C:17]=1[C:24]([F:27])([F:26])[F:25])=[O:15]. The yield is 0.890. (3) The reactants are [CH3:1][C:2]1[S:3][C:4]([C:8](=O)[CH2:9][S:10][C:11]2[CH:16]=[CH:15][CH:14]=[C:13]([O:17][CH3:18])[CH:12]=2)=[C:5]([CH3:7])[N:6]=1.[OH-].[Na+]. The catalyst is O. The product is [CH3:18][O:17][C:13]1[CH:14]=[CH:15][C:16]2[C:8]([C:4]3[S:3][C:2]([CH3:1])=[N:6][C:5]=3[CH3:7])=[CH:9][S:10][C:11]=2[CH:12]=1. The yield is 0.290.